Task: Predict the reactants needed to synthesize the given product.. Dataset: Full USPTO retrosynthesis dataset with 1.9M reactions from patents (1976-2016) (1) Given the product [Cl:1][C:2]1[CH:7]=[CH:6][C:5]([OH:8])=[CH:4][C:3]=1[O:9][CH2:16][O:17][CH3:18], predict the reactants needed to synthesize it. The reactants are: [Cl:1][C:2]1[CH:7]=[CH:6][C:5]([OH:8])=[CH:4][C:3]=1[OH:9].C(=O)([O-])[O-].[K+].[K+].[CH2:16](Br)[O:17][CH3:18]. (2) Given the product [ClH:44].[C:12]([C:9]1[CH:10]=[CH:11][C:6]([O:5][CH2:4][CH:1]2[CH2:2][CH2:3]2)=[C:7]([C:18]2[C:19]3[NH:26][C:25]([CH3:27])=[C:24]([C:28]([NH:30][CH:31]4[CH2:36][CH2:35][NH:34][CH2:33][CH2:32]4)=[O:29])[C:20]=3[N:21]=[CH:22][N:23]=2)[CH:8]=1)(=[O:13])[CH3:17], predict the reactants needed to synthesize it. The reactants are: [CH:1]1([CH2:4][O:5][C:6]2[CH:11]=[CH:10][C:9]([C:12]3([CH3:17])OCC[O:13]3)=[CH:8][C:7]=2[C:18]2[C:19]3[NH:26][C:25]([CH3:27])=[C:24]([C:28]([NH:30][CH:31]4[CH2:36][CH2:35][N:34](C(OC(C)(C)C)=O)[CH2:33][CH2:32]4)=[O:29])[C:20]=3[N:21]=[CH:22][N:23]=2)[CH2:3][CH2:2]1.[ClH:44]. (3) Given the product [N:1]1([C:17](=[O:18])[CH:16]=[C:15]([CH3:20])[CH3:14])[C:5]2[CH:6]=[CH:7][CH:8]=[CH:9][C:4]=2[N:3]=[N:2]1, predict the reactants needed to synthesize it. The reactants are: [NH:1]1[C:5]2[CH:6]=[CH:7][CH:8]=[CH:9][C:4]=2[N:3]=[N:2]1.S(Cl)(Cl)=O.[CH3:14][C:15]([CH3:20])=[CH:16][C:17](O)=[O:18].